This data is from Full USPTO retrosynthesis dataset with 1.9M reactions from patents (1976-2016). The task is: Predict the reactants needed to synthesize the given product. (1) Given the product [CH:27]([C:24]1[CH:25]=[CH:26][C:21]([O:20][C:18]2[N:17]=[C:16]([O:31][C:32]3[CH:33]=[CH:34][CH:35]=[CH:36][CH:37]=3)[N:15]=[C:14]([NH:13][C:9]3[CH:8]=[C:7]([CH:12]=[CH:11][CH:10]=3)[C:6]([OH:38])=[O:5])[N:19]=2)=[C:22]([O:29][CH3:30])[CH:23]=1)=[O:28], predict the reactants needed to synthesize it. The reactants are: C([O:5][C:6](=[O:38])[C:7]1[CH:12]=[CH:11][CH:10]=[C:9]([NH:13][C:14]2[N:19]=[C:18]([O:20][C:21]3[CH:26]=[CH:25][C:24]([CH:27]=[O:28])=[CH:23][C:22]=3[O:29][CH3:30])[N:17]=[C:16]([O:31][C:32]3[CH:37]=[CH:36][CH:35]=[CH:34][CH:33]=3)[N:15]=2)[CH:8]=1)(C)(C)C.CCOCC.CCCCCC. (2) The reactants are: [C:1]([NH:5][C:6]([C:8]1[C:16]2[C:11](=[N:12][CH:13]=[C:14]([C:17]3[C:25]4[C:20](=[CH:21][C:22]([S:26]([CH3:29])(=[O:28])=[O:27])=[CH:23][CH:24]=4)[N:19]([CH3:30])[N:18]=3)[N:15]=2)[N:10](COCC[Si](C)(C)C)[CH:9]=1)=[O:7])([CH3:4])([CH3:3])[CH3:2].FC(F)(F)C(O)=O.C(N)CN.O. Given the product [C:1]([NH:5][C:6]([C:8]1[C:16]2[C:11](=[N:12][CH:13]=[C:14]([C:17]3[C:25]4[C:20](=[CH:21][C:22]([S:26]([CH3:29])(=[O:27])=[O:28])=[CH:23][CH:24]=4)[N:19]([CH3:30])[N:18]=3)[N:15]=2)[NH:10][CH:9]=1)=[O:7])([CH3:4])([CH3:3])[CH3:2], predict the reactants needed to synthesize it. (3) The reactants are: [Cl:1][C:2]1[C:10]2[N:9]=[C:8]3[N:11]([C:15]4[C:16]([CH3:23])=[N:17][C:18]([O:21]C)=[CH:19][CH:20]=4)[CH2:12][CH2:13][CH2:14][N:7]3[C:6]=2[C:5]([CH:24]([O:29][CH:30]([F:32])[F:31])[C:25]([F:28])([F:27])[F:26])=[CH:4][CH:3]=1.[I-].[Na+].C[Si](Cl)(C)C. Given the product [Cl:1][C:2]1[C:10]2[N:9]=[C:8]3[N:11]([C:15]4[CH:20]=[CH:19][C:18]([OH:21])=[N:17][C:16]=4[CH3:23])[CH2:12][CH2:13][CH2:14][N:7]3[C:6]=2[C:5]([CH:24]([O:29][CH:30]([F:31])[F:32])[C:25]([F:28])([F:27])[F:26])=[CH:4][CH:3]=1, predict the reactants needed to synthesize it.